Dataset: Forward reaction prediction with 1.9M reactions from USPTO patents (1976-2016). Task: Predict the product of the given reaction. (1) Given the reactants [NH2:1][C:2]1[N:7]=[C:6]([C:8]2[CH:13]=[CH:12][CH:11]=[C:10]([F:14])[CH:9]=2)[C:5]([C:15]#[N:16])=[C:4]([S:17]([CH3:19])=O)[N:3]=1.SC[CH2:22][C:23]1[CH:28]=[CH:27][CH:26]=[CH:25][N:24]=1.C1CCN2C(=NCCC2)CC1, predict the reaction product. The product is: [NH2:1][C:2]1[N:7]=[C:6]([C:8]2[CH:13]=[CH:12][CH:11]=[C:10]([F:14])[CH:9]=2)[C:5]([C:15]#[N:16])=[C:4]([S:17][CH2:19][CH2:22][C:23]2[CH:28]=[CH:27][CH:26]=[CH:25][N:24]=2)[N:3]=1. (2) The product is: [CH3:18][C:19]1[CH:24]=[C:23]([C:2]2[S:6][C:5]([N:7]3[CH2:15][CH:14]4[CH2:16][N:10]5[CH2:11][CH:12]([CH2:17][CH:8]3[CH2:9]5)[CH2:13]4)=[N:4][CH:3]=2)[CH:22]=[CH:21][CH:20]=1. Given the reactants Br[C:2]1[S:6][C:5]([N:7]2[CH2:15][CH:14]3[CH2:16][N:10]4[CH2:11][CH:12]([CH2:17][CH:8]2[CH2:9]4)[CH2:13]3)=[N:4][CH:3]=1.[CH3:18][C:19]1[CH:20]=[C:21](B(O)O)[CH:22]=[CH:23][CH:24]=1, predict the reaction product. (3) Given the reactants Cl[C:2]1[C:7]([Cl:8])=[N:6][CH:5]=[CH:4][N:3]=1.[Cl:9][C:10]1[CH:11]=[C:12](B(O)O)[CH:13]=[CH:14][C:15]=1[Cl:16].[F-].[K+].CCOC(C)=O, predict the reaction product. The product is: [Cl:8][C:7]1[C:2]([C:13]2[CH:12]=[CH:11][C:10]([Cl:9])=[C:15]([Cl:16])[CH:14]=2)=[N:3][CH:4]=[CH:5][N:6]=1.